From a dataset of Reaction yield outcomes from USPTO patents with 853,638 reactions. Predict the reaction yield, written as a fraction of the theoretical maximum amount of product (1.0 means a 100% yield; for example, 0.34 means a 34% yield). (1) The reactants are C(=O)([O-])[O-].[K+].[K+].[Br:7][C:8]1[CH:13]=[CH:12][CH:11]=[CH:10][C:9]=1B(O)O.Br[C:18]1[CH:23]=[C:22]([O:24][CH3:25])[CH:21]=[C:20]([O:26][CH3:27])[CH:19]=1.N#N.C1(P(C2C=CC=CC=2)C2C=CC=CC=2)C=CC=CC=1. The catalyst is C([O-])(=O)C.[Pd+2].C([O-])(=O)C.COCCOC.O. The product is [Br:7][C:8]1[CH:13]=[CH:12][CH:11]=[CH:10][C:9]=1[C:18]1[CH:23]=[C:22]([O:24][CH3:25])[CH:21]=[C:20]([O:26][CH3:27])[CH:19]=1. The yield is 0.480. (2) The reactants are [CH2:1]([O:3][P:4]([CH2:9][C:10]1[CH:15]=[CH:14][C:13]([NH:16][C:17]2[N:22]=[C:21]([NH:23][C:24]3[CH:25]=[CH:26][C:27]([C@@H:35]4[CH2:40][CH2:39][C@H:38]([C:41](O)=[O:42])[CH2:37][CH2:36]4)=[C:28]4[C:32]=3[C:31](=[O:33])[N:30]([CH3:34])[CH2:29]4)[C:20]([C:44]([F:47])([F:46])[F:45])=[CH:19][N:18]=2)=[C:12]([O:48][CH3:49])[CH:11]=1)([O:6][CH2:7][CH3:8])=[O:5])[CH3:2].[CH3:50][N:51](C(ON1N=NC2C=CC=CC1=2)=[N+](C)C)C.[B-](F)(F)(F)F.[Cl-].C[NH3+].CCN(C(C)C)C(C)C. The catalyst is CN(C=O)C. The product is [CH3:49][O:48][C:12]1[CH:11]=[C:10]([CH:15]=[CH:14][C:13]=1[NH:16][C:17]1[N:22]=[C:21]([NH:23][C:24]2[CH:25]=[CH:26][C:27]([C@H:35]3[CH2:36][CH2:37][C@@H:38]([C:41](=[O:42])[NH:51][CH3:50])[CH2:39][CH2:40]3)=[C:28]3[C:32]=2[C:31](=[O:33])[N:30]([CH3:34])[CH2:29]3)[C:20]([C:44]([F:47])([F:46])[F:45])=[CH:19][N:18]=1)[CH2:9][P:4](=[O:5])([O:3][CH2:1][CH3:2])[O:6][CH2:7][CH3:8]. The yield is 0.430. (3) No catalyst specified. The reactants are [ClH:1].[CH2:2]([C:5]1[N:6]=[C:7]([NH2:10])[NH:8][CH:9]=1)[C:3]#[CH:4].[N:11]([CH2:14][C:15]1[CH:19]=[CH:18][O:17][CH:16]=1)=[N+:12]=[N-:13]. The product is [ClH:1].[O:17]1[CH:18]=[CH:19][C:15]([CH2:14][N:11]2[CH:4]=[C:3]([CH2:2][C:5]3[N:6]=[C:7]([NH2:10])[NH:8][CH:9]=3)[N:13]=[N:12]2)=[CH:16]1. The yield is 0.430. (4) The reactants are C(N(CC)CC)C.[C:8]([Si:12]([CH3:15])([CH3:14])Cl)([CH3:11])([CH3:10])[CH3:9].[Br:16][C:17]1[CH:22]=[CH:21][C:20]([NH:23][CH2:24][CH2:25][OH:26])=[CH:19][C:18]=1[CH3:27]. The catalyst is ClCCl.CN(C1C=CC=CN=1)C. The product is [Br:16][C:17]1[CH:22]=[CH:21][C:20]([NH:23][CH2:24][CH2:25][O:26][Si:12]([C:8]([CH3:11])([CH3:10])[CH3:9])([CH3:15])[CH3:14])=[CH:19][C:18]=1[CH3:27]. The yield is 0.980. (5) The reactants are C(N(CC)CC)C.C(Cl)(=O)C(C)(C)C.[N:15]1[CH:20]=[CH:19][CH:18]=[C:17](/[CH:21]=[CH:22]/[C:23]([OH:25])=O)[CH:16]=1.Br.[OH:27][C:28]1[CH:29]=[C:30]([CH:34]=[CH:35][CH:36]=1)[CH2:31][CH2:32][NH2:33]. The catalyst is ClCCl. The product is [OH:27][C:28]1[CH:29]=[C:30]([CH:34]=[CH:35][CH:36]=1)[CH2:31][CH2:32][NH:33][C:23](=[O:25])/[CH:22]=[CH:21]/[C:17]1[CH:16]=[N:15][CH:20]=[CH:19][CH:18]=1. The yield is 0.780. (6) The product is [Br:1][C:2]1[CH:3]=[C:4]2[C:8](=[CH:9][CH:10]=1)[NH:7][N:6]=[C:5]2[CH:11]=[O:12]. The reactants are [Br:1][C:2]1[CH:3]=[C:4]2[C:8](=[CH:9][CH:10]=1)[NH:7][N:6]=[C:5]2[CH2:11][OH:12]. The catalyst is C(OCC)(=O)C.[O-2].[O-2].[Mn+4]. The yield is 0.670. (7) The reactants are [CH2:1]([O:4][C:5]1[C:6](C=C)=[C:7]([CH:21]2[C@H:26]([O:27][CH2:28][C:29]3[CH:34]=[CH:33][CH:32]=[CH:31][CH:30]=3)[C@@H:25]([O:35][CH2:36][C:37]3[CH:42]=[CH:41][CH:40]=[CH:39][CH:38]=3)[C@H:24]([O:43][CH2:44][C:45]3[CH:50]=[CH:49][CH:48]=[CH:47][CH:46]=3)[C@@H:23]([CH2:51][O:52][CH2:53][C:54]3[CH:59]=[CH:58][CH:57]=[CH:56][CH:55]=3)[O:22]2)[CH:8]=[C:9]([CH2:12][C:13]2[CH:18]=[CH:17][C:16]([CH2:19][CH3:20])=[CH:15][CH:14]=2)[C:10]=1[Cl:11])[CH:2]=[CH2:3]. The catalyst is C(Cl)Cl. The product is [Cl:11][C:10]1[C:9]([CH2:12][C:13]2[CH:14]=[CH:15][C:16]([CH2:19][CH3:20])=[CH:17][CH:18]=2)=[CH:8][C:7]([CH:21]2[C@H:26]([O:27][CH2:28][C:29]3[CH:30]=[CH:31][CH:32]=[CH:33][CH:34]=3)[C@@H:25]([O:35][CH2:36][C:37]3[CH:38]=[CH:39][CH:40]=[CH:41][CH:42]=3)[C@H:24]([O:43][CH2:44][C:45]3[CH:50]=[CH:49][CH:48]=[CH:47][CH:46]=3)[C@@H:23]([CH2:51][O:52][CH2:53][C:54]3[CH:55]=[CH:56][CH:57]=[CH:58][CH:59]=3)[O:22]2)=[C:6]2[C:5]=1[O:4][CH2:1][CH:2]=[CH:3]2. The yield is 0.820. (8) The reactants are [CH2:1]([S:3]([C:6]1[CH:7]=[CH:8][C:9](C)=[C:10]([NH:12][C:13]2[O:14][C:15]([C:18]3[CH:19]=[C:20]([OH:24])[CH:21]=[CH:22][CH:23]=3)=[CH:16][N:17]=2)[CH:11]=1)(=[O:5])=[O:4])[CH3:2].C[C:27](C)([O-:29])C.[K+].[Cl:32][C:33]1[N:38]=[C:37](Cl)[CH:36]=[CH:35][N:34]=1. The product is [Cl:32][C:33]1[N:38]=[C:37]([O:24][C:20]2[CH:19]=[C:18]([C:15]3[O:14][C:13]([NH:12][C:10]4[CH:11]=[C:6]([S:3]([CH2:1][CH3:2])(=[O:4])=[O:5])[CH:7]=[CH:8][C:9]=4[O:29][CH3:27])=[N:17][CH:16]=3)[CH:23]=[CH:22][CH:21]=2)[CH:36]=[CH:35][N:34]=1. The yield is 0.420. The catalyst is C1COCC1.CN(C=O)C.C(OCC)C. (9) The reactants are Cl[C:2]1[CH:7]=[C:6]([I:8])[CH:5]=[C:4]([C:9]([F:12])([F:11])[F:10])[N:3]=1.[CH3:13][O:14][C:15]1[CH:16]=[C:17](NC=O)[CH:18]=[CH:19][C:20]=1[O:21][CH3:22].C[CH2:27][N:28](CC)CC. The catalyst is CN1C(=O)CCC1. The product is [CH3:13][O:14][C:15]1[CH:16]=[C:17]([CH:18]=[CH:19][C:20]=1[O:21][CH3:22])[CH2:27][NH:28][C:2]1[CH:7]=[C:6]([I:8])[CH:5]=[C:4]([C:9]([F:12])([F:11])[F:10])[N:3]=1. The yield is 0.360. (10) The yield is 0.432. The reactants are Cl[C:2]1[N:7]=[N:6][C:5]([N:8]2[CH2:12][C@@H:11]3[CH2:13][N:14]([C:16]([O:18][C:19]([CH3:22])([CH3:21])[CH3:20])=[O:17])[CH2:15][C@@H:10]3[CH2:9]2)=[CH:4][CH:3]=1.[Cl:23][C:24]1[CH:25]=[CH:26][C:27](B2OC(C)(C)C(C)(C)O2)=[C:28]([OH:30])[CH:29]=1.C(=O)([O-])[O-].[Na+].[Na+].C(Cl)Cl. The catalyst is O1CCOCC1.O.C1C=CC(P(C2C=CC=CC=2)[C-]2C=CC=C2)=CC=1.C1C=CC(P(C2C=CC=CC=2)[C-]2C=CC=C2)=CC=1.Cl[Pd]Cl.[Fe+2]. The product is [Cl:23][C:24]1[CH:25]=[CH:26][C:27]([C:2]2[N:7]=[N:6][C:5]([N:8]3[CH2:12][C@@H:11]4[CH2:13][N:14]([C:16]([O:18][C:19]([CH3:21])([CH3:20])[CH3:22])=[O:17])[CH2:15][C@@H:10]4[CH2:9]3)=[CH:4][CH:3]=2)=[C:28]([OH:30])[CH:29]=1.